Task: Predict the product of the given reaction.. Dataset: Forward reaction prediction with 1.9M reactions from USPTO patents (1976-2016) (1) Given the reactants [OH:1][C:2]1[CH:3]=[C:4]([S:8]([NH2:11])(=[O:10])=[O:9])[CH:5]=[CH:6][CH:7]=1.C1CCN2C(=NCCC2)CC1.[Cl:23][C:24]1[CH:25]=[C:26]([NH:34][C:35](OC2C=CC=CC=2)=[O:36])[C:27](=[CH:32][CH:33]=1)[C:28]([O:30][CH3:31])=[O:29].Cl, predict the reaction product. The product is: [Cl:23][C:24]1[CH:33]=[CH:32][C:27]([C:28]([O:30][CH3:31])=[O:29])=[C:26]([NH:34][C:35]([NH:11][S:8]([C:4]2[CH:5]=[CH:6][CH:7]=[C:2]([OH:1])[CH:3]=2)(=[O:9])=[O:10])=[O:36])[CH:25]=1. (2) Given the reactants [CH2:1]([O:8][CH2:9][CH2:10][CH2:11][O:12][C:13]1[CH:18]=[CH:17][C:16]([CH:19]2[CH:24]([O:25][CH2:26][C:27]3[CH:36]=[CH:35][C:34]4[C:29](=[CH:30][CH:31]=[CH:32][CH:33]=4)[CH:28]=3)[CH2:23][N:22]([C:37]([O:39][C:40]([CH3:43])([CH3:42])[CH3:41])=[O:38])[CH2:21][CH:20]2[CH2:44][OH:45])=[CH:15][CH:14]=1)[C:2]1[CH:7]=[CH:6][CH:5]=[CH:4][CH:3]=1.Cl[CH2:47][CH2:48][N:49]1[CH2:54][CH2:53][O:52][CH2:51][CH2:50]1, predict the reaction product. The product is: [CH2:1]([O:8][CH2:9][CH2:10][CH2:11][O:12][C:13]1[CH:14]=[CH:15][C:16]([CH:19]2[CH:24]([O:25][CH2:26][C:27]3[CH:36]=[CH:35][C:34]4[C:29](=[CH:30][CH:31]=[CH:32][CH:33]=4)[CH:28]=3)[CH2:23][N:22]([C:37]([O:39][C:40]([CH3:42])([CH3:41])[CH3:43])=[O:38])[CH2:21][CH:20]2[CH2:44][O:45][CH2:47][CH2:48][N:49]2[CH2:54][CH2:53][O:52][CH2:51][CH2:50]2)=[CH:17][CH:18]=1)[C:2]1[CH:3]=[CH:4][CH:5]=[CH:6][CH:7]=1. (3) The product is: [Br:1][C:2]1[CH:7]=[CH:6][C:5]([Cl:8])=[C:4]([CH2:9][Br:11])[C:3]=1[Cl:10]. Given the reactants [Br:1][C:2]1[CH:7]=[CH:6][C:5]([Cl:8])=[C:4]([CH3:9])[C:3]=1[Cl:10].[Br:11]N1C(=O)CCC1=O, predict the reaction product. (4) Given the reactants [CH3:1][C:2]1[CH:39]=[CH:38][CH:37]=[C:36]([CH3:40])[C:3]=1[O:4][CH2:5][C:6]([NH:8][C@H:9]([C@@H:17]([OH:35])[CH2:18][C@@H:19]([NH:27]C(OC(C)(C)C)=O)[CH2:20][C:21]1[CH:26]=[CH:25][CH:24]=[CH:23][CH:22]=1)[CH2:10][C:11]1[CH:16]=[CH:15][CH:14]=[CH:13][CH:12]=1)=[O:7].C(C(O)=O)(F)(F)F.O, predict the reaction product. The product is: [CH3:1][C:2]1[CH:39]=[CH:38][CH:37]=[C:36]([CH3:40])[C:3]=1[O:4][CH2:5][C:6]([NH:8][C@H:9]([C@@H:17]([OH:35])[CH2:18][C@@H:19]([NH2:27])[CH2:20][C:21]1[CH:22]=[CH:23][CH:24]=[CH:25][CH:26]=1)[CH2:10][C:11]1[CH:16]=[CH:15][CH:14]=[CH:13][CH:12]=1)=[O:7].